This data is from Reaction yield outcomes from USPTO patents with 853,638 reactions. The task is: Predict the reaction yield, written as a fraction of the theoretical maximum amount of product (1.0 means a 100% yield; for example, 0.34 means a 34% yield). (1) The reactants are [NH2:1][C:2]1[CH:6]=[C:5]([C:7]([N:9]([O:11][CH3:12])[CH3:10])=[O:8])[NH:4][N:3]=1.[CH3:13][C:14](=O)[CH2:15][CH2:16][C:17](=O)[CH3:18]. The catalyst is O.C1(C)C=CC(S(O)(=O)=O)=CC=1.C1(C)C=CC=CC=1. The product is [CH3:18][C:17]1[N:1]([C:2]2[CH:6]=[C:5]([C:7]([N:9]([O:11][CH3:12])[CH3:10])=[O:8])[NH:4][N:3]=2)[C:14]([CH3:13])=[CH:15][CH:16]=1. The yield is 0.650. (2) The reactants are C(OC([N:8]1[CH2:13][CH2:12][CH:11]([C:14]2[CH:15]=[C:16]3[C:25](=[CH:26][C:27]=2[CH:28]([CH3:30])[CH3:29])[O:24][CH2:23][C:22]2[N:17]3[CH:18]([CH3:32])[C:19](=[O:31])[NH:20][N:21]=2)[CH2:10][CH2:9]1)=O)(C)(C)C.[F:33][C:34]([F:39])([F:38])[C:35]([OH:37])=[O:36]. The catalyst is C(Cl)Cl. The product is [F:33][C:34]([F:39])([F:38])[C:35]([OH:37])=[O:36].[CH:28]([C:27]1[CH:26]=[C:25]2[C:16]([N:17]3[C:22]([CH2:23][O:24]2)=[N:21][NH:20][C:19](=[O:31])[CH:18]3[CH3:32])=[CH:15][C:14]=1[CH:11]1[CH2:10][CH2:9][NH:8][CH2:13][CH2:12]1)([CH3:29])[CH3:30]. The yield is 0.890. (3) The reactants are [NH:1]1[C:5]2=[N:6][CH:7]=[CH:8][CH:9]=[C:4]2[C:3]([CH2:10][N:11]2[CH2:16][CH2:15][CH2:14][C:13]3([CH2:21][CH2:20][N:19]([C:22]4[CH:27]=[N:26][CH:25]=[C:24](Cl)[N:23]=4)[CH2:18][CH2:17]3)[C:12]2=[O:29])=[CH:2]1.[CH3:30][O-:31].[Na+]. The catalyst is CO. The product is [NH:1]1[C:5]2=[N:6][CH:7]=[CH:8][CH:9]=[C:4]2[C:3]([CH2:10][N:11]2[CH2:16][CH2:15][CH2:14][C:13]3([CH2:21][CH2:20][N:19]([C:22]4[CH:27]=[N:26][CH:25]=[C:24]([O:31][CH3:30])[N:23]=4)[CH2:18][CH2:17]3)[C:12]2=[O:29])=[CH:2]1. The yield is 0.650. (4) The reactants are F[C:2]1[C:9]([CH3:10])=[CH:8][CH:7]=[CH:6][C:3]=1[C:4]#[N:5].[N:11]1[NH:12][N:13]=[CH:14][CH:15]=1.C(=O)([O-])[O-].[K+].[K+]. The catalyst is CN(C=O)C.O. The product is [CH3:10][C:9]1[C:2]([N:12]2[N:13]=[CH:14][CH:15]=[N:11]2)=[C:3]([CH:6]=[CH:7][CH:8]=1)[C:4]#[N:5]. The yield is 0.260.